This data is from NCI-60 drug combinations with 297,098 pairs across 59 cell lines. The task is: Regression. Given two drug SMILES strings and cell line genomic features, predict the synergy score measuring deviation from expected non-interaction effect. Cell line: DU-145. Drug 2: C(CCl)NC(=O)N(CCCl)N=O. Synergy scores: CSS=53.4, Synergy_ZIP=-5.60, Synergy_Bliss=-10.4, Synergy_Loewe=-39.2, Synergy_HSA=-8.56. Drug 1: C1CN1C2=NC(=NC(=N2)N3CC3)N4CC4.